Dataset: Forward reaction prediction with 1.9M reactions from USPTO patents (1976-2016). Task: Predict the product of the given reaction. (1) Given the reactants [SH:1][C:2]1[CH:7]=[CH:6][C:5]([CH2:8][C:9]([OH:11])=[O:10])=[CH:4][CH:3]=1.Cl.[CH2:13](O)[CH3:14], predict the reaction product. The product is: [SH:1][C:2]1[CH:3]=[CH:4][C:5]([CH2:8][C:9]([O:11][CH2:13][CH3:14])=[O:10])=[CH:6][CH:7]=1. (2) Given the reactants [F:1][C:2]1[CH:15]=[CH:14][CH:13]=[C:12]([F:16])[C:3]=1[O:4][C:5]1[CH:11]=[CH:10][C:8](N)=[CH:7][CH:6]=1.Cl.N([O-])=O.[Na+].[Na+].[I-:23], predict the reaction product. The product is: [F:1][C:2]1[CH:15]=[CH:14][CH:13]=[C:12]([F:16])[C:3]=1[O:4][C:5]1[CH:11]=[CH:10][C:8]([I:23])=[CH:7][CH:6]=1. (3) The product is: [OH:21][CH:16]([CH2:17][CH3:18])[CH2:15][CH2:14][C@@H:10]([CH3:9])[C:11]([OH:13])=[O:12]. Given the reactants C(O[CH2:9][C@@H:10]([CH2:14][CH2:15][CH2:16][CH2:17][CH3:18])[C:11]([OH:13])=[O:12])C1C=CC=CC=1.CC[OH:21], predict the reaction product. (4) Given the reactants [N:1]([O-:3])=O.[Na+].C(O)(C(F)(F)F)=O.[F:12][C:13]1[CH:27]=[CH:26][C:25]([F:28])=[CH:24][C:14]=1[O:15][C:16]1([CH2:22][OH:23])[CH2:21][CH2:20][CH2:19][NH:18][CH2:17]1.[OH-].[Na+], predict the reaction product. The product is: [F:12][C:13]1[CH:27]=[CH:26][C:25]([F:28])=[CH:24][C:14]=1[O:15][C:16]1([CH2:22][OH:23])[CH2:21][CH2:20][CH2:19][N:18]([N:1]=[O:3])[CH2:17]1.